From a dataset of NCI-60 drug combinations with 297,098 pairs across 59 cell lines. Regression. Given two drug SMILES strings and cell line genomic features, predict the synergy score measuring deviation from expected non-interaction effect. Drug 1: CC1=C(C(=O)C2=C(C1=O)N3CC4C(C3(C2COC(=O)N)OC)N4)N. Drug 2: CC1=C(C(=CC=C1)Cl)NC(=O)C2=CN=C(S2)NC3=CC(=NC(=N3)C)N4CCN(CC4)CCO. Cell line: NCI-H460. Synergy scores: CSS=63.3, Synergy_ZIP=5.64, Synergy_Bliss=5.08, Synergy_Loewe=-7.60, Synergy_HSA=6.80.